From a dataset of Peptide-MHC class I binding affinity with 185,985 pairs from IEDB/IMGT. Regression. Given a peptide amino acid sequence and an MHC pseudo amino acid sequence, predict their binding affinity value. This is MHC class I binding data. The peptide sequence is CYMHVSDFY. The MHC is HLA-A26:01 with pseudo-sequence HLA-A26:01. The binding affinity (normalized) is 0.0847.